From a dataset of Full USPTO retrosynthesis dataset with 1.9M reactions from patents (1976-2016). Predict the reactants needed to synthesize the given product. (1) Given the product [NH2:1][C:2]1[S:3][CH:4]=[C:5](/[C:7](=[N:43]/[OH:44])/[C:8]([NH:10][C@@H:11]2[C:41](=[O:42])[N:13]3[C:14]([C:25]([O:27][CH:28]([C:29]4[CH:34]=[CH:33][CH:32]=[CH:31][CH:30]=4)[C:35]4[CH:40]=[CH:39][CH:38]=[CH:37][CH:36]=4)=[O:26])=[C:15]([S:18][CH2:19][C:20]4[CH:21]=[N:22][NH:23][CH:24]=4)[CH2:16][S:17][C@H:12]23)=[O:9])[N:6]=1, predict the reactants needed to synthesize it. The reactants are: [NH2:1][C:2]1[S:3][CH:4]=[C:5](/[C:7](=[N:43]/[O:44]C(=O)C)/[C:8]([NH:10][C@@H:11]2[C:41](=[O:42])[N:13]3[C:14]([C:25]([O:27][CH:28]([C:35]4[CH:40]=[CH:39][CH:38]=[CH:37][CH:36]=4)[C:29]4[CH:34]=[CH:33][CH:32]=[CH:31][CH:30]=4)=[O:26])=[C:15]([S:18][CH2:19][C:20]4[CH:21]=[N:22][NH:23][CH:24]=4)[CH2:16][S:17][C@H:12]23)=[O:9])[N:6]=1.Cl.[OH-].[Na+].[OH-].[K+]. (2) Given the product [N:1]1([C:6]2[CH:25]=[CH:24][C:9]([CH2:10][C:11]3[CH:20]=[C:15]4[C:14]([CH2:21][N:37]([CH2:36][C:29]5[CH:30]=[CH:31][C:32]([O:34][CH3:35])=[CH:33][C:28]=5[O:27][CH3:26])[C:16]4=[O:17])=[CH:13][C:12]=3[CH3:23])=[CH:8][CH:7]=2)[CH:5]=[CH:4][CH:3]=[N:2]1, predict the reactants needed to synthesize it. The reactants are: [N:1]1([C:6]2[CH:25]=[CH:24][C:9]([CH2:10][C:11]3[C:12]([CH3:23])=[CH:13][C:14]([CH:21]=O)=[C:15]([CH:20]=3)[C:16](OC)=[O:17])=[CH:8][CH:7]=2)[CH:5]=[CH:4][CH:3]=[N:2]1.[CH3:26][O:27][C:28]1[CH:33]=[C:32]([O:34][CH3:35])[CH:31]=[CH:30][C:29]=1[CH2:36][NH2:37].S([O-])([O-])(=O)=O.[Mg+2]. (3) Given the product [Br:1][C:2]1[CH:21]=[CH:20][C:5]2=[C:6]([C:15]([F:19])([F:18])[C:16]#[N:17])[CH:7]=[C:8]3[C:13]([C:12](=[O:23])[NH:11][CH:10]=[CH:9]3)=[C:4]2[CH:3]=1, predict the reactants needed to synthesize it. The reactants are: [Br:1][C:2]1[CH:21]=[CH:20][C:5]2=[C:6]([C:15]([F:19])([F:18])[C:16]#[N:17])[CH:7]=[C:8]3[C:13]([CH:12]=[N+:11]([O-])[CH:10]=[CH:9]3)=[C:4]2[CH:3]=1.C(OC(C(F)(F)F)=O)(C(F)(F)F)=[O:23].O. (4) Given the product [NH:39]1[CH2:40][CH2:41][N:37]=[C:38]1[C:42]1[CH:43]=[CH:44][C:45]([CH2:48][CH2:49][N:50]([CH3:51])[C:21]([C:18]2[CH:17]=[C:16]([CH2:15][N:13]([S:10]([C:6]3[C:5]([CH3:24])=[CH:4][C:3]([O:2][CH3:1])=[CH:8][C:7]=3[CH3:9])(=[O:11])=[O:12])[CH3:14])[O:20][CH:19]=2)=[O:22])=[CH:46][CH:47]=1, predict the reactants needed to synthesize it. The reactants are: [CH3:1][O:2][C:3]1[CH:8]=[C:7]([CH3:9])[C:6]([S:10]([N:13]([CH2:15][C:16]2[O:20][CH:19]=[C:18]([C:21](O)=[O:22])[CH:17]=2)[CH3:14])(=[O:12])=[O:11])=[C:5]([CH3:24])[CH:4]=1.C1N=CN(C(N2C=NC=C2)=O)C=1.[NH:37]1[CH2:41][CH2:40][N:39]=[C:38]1[C:42]1[CH:47]=[CH:46][C:45]([CH2:48][CH2:49][NH:50][CH3:51])=[CH:44][CH:43]=1. (5) Given the product [F:7][C:8]1[C:13]([O:14][C:15]2[CH:20]=[CH:19][CH:18]=[CH:17][CH:16]=2)=[C:12]([F:21])[CH:11]=[CH:10][C:9]=1[CH:22]([NH:23][S:24]([C:26]([CH3:29])([CH3:28])[CH3:27])=[O:25])[CH2:2][C:1]([OH:4])=[O:3], predict the reactants needed to synthesize it. The reactants are: [C:1]([O:4]C)(=[O:3])[CH3:2].[Na].[F:7][C:8]1[C:13]([O:14][C:15]2[CH:20]=[CH:19][CH:18]=[CH:17][CH:16]=2)=[C:12]([F:21])[CH:11]=[CH:10][C:9]=1/[CH:22]=[N:23]/[S:24]([C:26]([CH3:29])([CH3:28])[CH3:27])=[O:25]. (6) Given the product [ClH:28].[C:1]([O:5][CH2:6][C:7]1[CH:8]=[C:9]([C:13]2[CH:14]=[CH:15][C:16]3[N:17]([CH:19]=[C:20]([C:22]4[CH:23]=[N:24][CH:25]=[CH:26][CH:27]=4)[N:21]=3)[CH:18]=2)[CH:10]=[CH:11][CH:12]=1)([CH3:4])([CH3:2])[CH3:3], predict the reactants needed to synthesize it. The reactants are: [C:1]([O:5][CH2:6][C:7]1[CH:8]=[C:9]([C:13]2[CH:14]=[CH:15][C:16]3[N:17]([CH:19]=[C:20]([C:22]4[CH:23]=[N:24][CH:25]=[CH:26][CH:27]=4)[N:21]=3)[CH:18]=2)[CH:10]=[CH:11][CH:12]=1)([CH3:4])([CH3:3])[CH3:2].[ClH:28]. (7) The reactants are: Br[C:2]1[O:6][C:5]([CH:7]=[O:8])=[CH:4][CH:3]=1.[OH:9][C:10]1[CH:17]=[CH:16][C:13]([CH:14]=O)=[CH:12][CH:11]=1.C(=O)([O-])[O-].[K+].[K+].C[N:25](C=O)C. Given the product [CH:7]([CH:5]1[O:6][CH:2]([O:9][C:10]2[CH:17]=[CH:16][C:13]([C:14]#[N:25])=[CH:12][CH:11]=2)[CH2:3][CH2:4]1)=[O:8], predict the reactants needed to synthesize it. (8) Given the product [Cl:1][C:2]1[CH:23]=[CH:22][CH:21]=[CH:20][C:3]=1[O:4][CH2:5][C:6]1[CH:7]=[C:8]([CH:17]=[CH:18][CH:19]=1)[C:9]([NH:11][C:12]1[CH:16]=[N:15][N:14]([C:26]2[CH:25]=[N:24][CH:29]=[CH:28][CH:27]=2)[CH:13]=1)=[O:10], predict the reactants needed to synthesize it. The reactants are: [Cl:1][C:2]1[CH:23]=[CH:22][CH:21]=[CH:20][C:3]=1[O:4][CH2:5][C:6]1[CH:7]=[C:8]([CH:17]=[CH:18][CH:19]=1)[C:9]([NH:11][C:12]1[CH:13]=[N:14][NH:15][CH:16]=1)=[O:10].[N:24]1[CH:29]=[CH:28][CH:27]=[C:26](B(O)O)[CH:25]=1.N1C=CC=CC=1. (9) Given the product [C:28]1([C:27]([C:34]2[CH:35]=[CH:36][CH:37]=[CH:38][CH:39]=2)=[C:40]2[CH2:13][CH2:12][N:11]([CH2:10][CH2:9][CH:5]3[O:6][C:7](=[O:8])[C:3]([CH2:1][CH3:2])([CH2:25][CH3:26])[CH2:4]3)[CH2:16][CH2:15]2)[CH:33]=[CH:32][CH:31]=[CH:30][CH:29]=1, predict the reactants needed to synthesize it. The reactants are: [CH2:1]([C:3]1([CH2:25][CH3:26])[C:7](=[O:8])[O:6][CH:5]([CH2:9][CH2:10][N:11]2[CH2:16][CH2:15]N(C3C=CC=CC=3C#N)[CH2:13][CH2:12]2)[CH2:4]1)[CH3:2].[C:27](=[C:40]1CCNCC1)([C:34]1[CH:39]=[CH:38][CH:37]=[CH:36][CH:35]=1)[C:28]1[CH:33]=[CH:32][CH:31]=[CH:30][CH:29]=1.N1(C2C=CC=CC=2C#N)CCNCC1.